This data is from Full USPTO retrosynthesis dataset with 1.9M reactions from patents (1976-2016). The task is: Predict the reactants needed to synthesize the given product. (1) Given the product [OH:31][CH2:30][C@@H:26]1[CH2:27][CH2:28][CH2:29][N:25]1[C:2]1[N:7]2[N:8]=[C:9]([CH3:11])[CH:10]=[C:6]2[N:5]=[C:4]([NH:12][C:13](=[O:24])[C:14]2[CH:19]=[CH:18][C:17]([C:20]([OH:23])([CH3:22])[CH3:21])=[CH:16][CH:15]=2)[CH:3]=1, predict the reactants needed to synthesize it. The reactants are: Cl[C:2]1[N:7]2[N:8]=[C:9]([CH3:11])[CH:10]=[C:6]2[N:5]=[C:4]([NH:12][C:13](=[O:24])[C:14]2[CH:19]=[CH:18][C:17]([C:20]([OH:23])([CH3:22])[CH3:21])=[CH:16][CH:15]=2)[CH:3]=1.[NH:25]1[CH2:29][CH2:28][CH2:27][C@H:26]1[CH2:30][OH:31]. (2) Given the product [CH2:1]([O:3][C:4]([C:6]1[C:10]([Cl:11])=[C:9]([Cl:12])[N:8]([CH2:13][CH2:14][CH:15]([CH3:17])[CH3:16])[C:7]=1[CH2:18][Br:19])=[O:5])[CH3:2], predict the reactants needed to synthesize it. The reactants are: [CH2:1]([O:3][C:4]([C:6]1[C:10]([Cl:11])=[C:9]([Cl:12])[N:8]([CH2:13][CH2:14][CH:15]([CH3:17])[CH3:16])[C:7]=1[CH3:18])=[O:5])[CH3:2].[Br:19]N1C(=O)CCC1=O.C(OOC(=O)C1C=CC=CC=1)(=O)C1C=CC=CC=1. (3) Given the product [Br:3][C:4]1[CH:5]=[CH:6][C:7]([CH:10]([CH:12]2[CH2:17][CH2:13][N:14]([CH3:16])[CH2:15]2)[OH:11])=[CH:8][CH:9]=1, predict the reactants needed to synthesize it. The reactants are: [BH4-].[Na+].[Br:3][C:4]1[CH:9]=[CH:8][C:7]([C:10]([CH:12]2[CH2:15][N:14]([CH3:16])[CH2:13]2)=[O:11])=[CH:6][CH:5]=1.[CH2:17](Cl)Cl. (4) Given the product [C:1]([O:9][C@H:10]1[C@H:14]([NH:15][C:16](=[O:23])[C:17]2[CH:22]=[CH:21][N:20]=[CH:19][CH:18]=2)[CH2:13][C@H:12]([CH2:24][O:25][S:47]([NH2:50])(=[O:49])=[O:48])[C@H:11]1[O:26][C:27](=[O:34])[C:28]1[CH:29]=[CH:30][CH:31]=[CH:32][CH:33]=1)(=[O:8])[C:2]1[CH:7]=[CH:6][CH:5]=[CH:4][CH:3]=1, predict the reactants needed to synthesize it. The reactants are: [C:1]([O:9][C@H:10]1[C@H:14]([NH:15][C:16](=[O:23])[C:17]2[CH:22]=[CH:21][N:20]=[CH:19][CH:18]=2)[CH2:13][C@H:12]([CH2:24][OH:25])[C@H:11]1[O:26][C:27](=[O:34])[C:28]1[CH:33]=[CH:32][CH:31]=[CH:30][CH:29]=1)(=[O:8])[C:2]1[CH:7]=[CH:6][CH:5]=[CH:4][CH:3]=1.C1CCN2C(=NCCC2)CC1.Cl[S:47]([NH2:50])(=[O:49])=[O:48]. (5) Given the product [Cl:26][C:27]1[C:33]([N:34]2[CH2:37][CH:36]([N:38]3[CH2:43][CH2:42][N:41]([CH3:44])[CH2:40][CH2:39]3)[CH2:35]2)=[CH:32][C:31]([O:45][CH:46]([F:48])[F:47])=[CH:30][C:28]=1[NH:29][C:2]1[N:7]=[C:6]([N:8]([CH:18]2[CH2:20][CH2:19]2)[CH2:9][C:10]2[CH:15]=[CH:14][C:13]([O:16][CH3:17])=[CH:12][CH:11]=2)[C:5]2=[N:21][CH:22]=[C:23]([C:24]#[N:25])[N:4]2[N:3]=1, predict the reactants needed to synthesize it. The reactants are: Cl[C:2]1[N:7]=[C:6]([N:8]([CH:18]2[CH2:20][CH2:19]2)[CH2:9][C:10]2[CH:15]=[CH:14][C:13]([O:16][CH3:17])=[CH:12][CH:11]=2)[C:5]2=[N:21][CH:22]=[C:23]([C:24]#[N:25])[N:4]2[N:3]=1.[Cl:26][C:27]1[C:33]([N:34]2[CH2:37][CH:36]([N:38]3[CH2:43][CH2:42][N:41]([CH3:44])[CH2:40][CH2:39]3)[CH2:35]2)=[CH:32][C:31]([O:45][CH:46]([F:48])[F:47])=[CH:30][C:28]=1[NH2:29].CC1(C)C2C(=C(P(C3C=CC=CC=3)C3C=CC=CC=3)C=CC=2)OC2C(P(C3C=CC=CC=3)C3C=CC=CC=3)=CC=CC1=2.C(=O)([O-])[O-].[Cs+].[Cs+]. (6) Given the product [C:38]([C:40](=[C:33]1[CH2:34][CH2:35][C:30]([F:37])([F:29])[CH2:31][CH2:32]1)[C:41]1[S:42][CH:43]=[C:44]([C:46]([O:48][CH2:49][CH3:50])=[O:47])[N:45]=1)#[N:39], predict the reactants needed to synthesize it. The reactants are: C1(C2N=C(C3C4CCCCC=4SC=3NC(N3CCC[C@@H]3C(O)=O)=O)ON=2)CC1.[F:29][C:30]1([F:37])[CH2:35][CH2:34][C:33](=O)[CH2:32][CH2:31]1.[C:38]([CH2:40][C:41]1[S:42][CH:43]=[C:44]([C:46]([O:48][CH2:49][CH3:50])=[O:47])[N:45]=1)#[N:39]. (7) Given the product [C:41]([NH:1][C:2]1[CH:11]=[CH:10][C:9]2[C:4](=[CH:5][CH:6]=[CH:7][CH:8]=2)[C:3]=1[C:12]1[C:21]2[C:16](=[CH:17][CH:18]=[CH:19][CH:20]=2)[CH:15]=[CH:14][C:13]=1[P:22]([C:29]1[CH:30]=[CH:31][CH:32]=[CH:33][CH:34]=1)[C:23]1[CH:24]=[CH:25][CH:26]=[CH:27][CH:28]=1)(=[O:43])[CH3:42], predict the reactants needed to synthesize it. The reactants are: [NH2:1][C:2]1[CH:11]=[CH:10][C:9]2[C:4](=[CH:5][CH:6]=[CH:7][CH:8]=2)[C:3]=1[C:12]1[C:21]2[C:16](=[CH:17][CH:18]=[CH:19][CH:20]=2)[CH:15]=[CH:14][C:13]=1[P:22]([C:29]1[CH:34]=[CH:33][CH:32]=[CH:31][CH:30]=1)[C:23]1[CH:28]=[CH:27][CH:26]=[CH:25][CH:24]=1.N1C=CC=CC=1.[C:41](Cl)(=[O:43])[CH3:42].[Cl-].[NH4+].